Dataset: Full USPTO retrosynthesis dataset with 1.9M reactions from patents (1976-2016). Task: Predict the reactants needed to synthesize the given product. (1) Given the product [CH:14]1([N:19]2[CH2:24][CH2:23][CH:22]([O:25][C:26]3[CH:33]=[CH:32][C:29]([C:30]4[N:13]([CH3:12])[C:4](=[O:6])[C:3]5[C:2](=[C:10]([F:11])[CH:9]=[CH:8][CH:7]=5)[N:1]=4)=[CH:28][CH:27]=3)[CH2:21][CH2:20]2)[CH2:18][CH2:17][CH2:16][CH2:15]1, predict the reactants needed to synthesize it. The reactants are: [NH2:1][C:2]1[C:10]([F:11])=[CH:9][CH:8]=[CH:7][C:3]=1[C:4]([OH:6])=O.[CH3:12][NH2:13].[CH:14]1([N:19]2[CH2:24][CH2:23][CH:22]([O:25][C:26]3[CH:33]=[CH:32][C:29]([CH:30]=O)=[C:28](OC)[CH:27]=3)[CH2:21][CH2:20]2)[CH2:18][CH2:17][CH2:16][CH2:15]1. (2) Given the product [CH3:34][C:22]1[CH:23]=[C:24]([O:27][CH:28]2[CH2:33][CH2:32][O:31][CH2:30][CH2:29]2)[CH:25]=[CH:26][C:21]=1[C:2]1[C:3]2[CH:10]=[C:9]([CH:11]=[O:12])[CH:8]=[CH:7][C:4]=2[S:5][CH:6]=1, predict the reactants needed to synthesize it. The reactants are: Br[C:2]1[C:3]2[CH:10]=[C:9]([CH:11]=[O:12])[CH:8]=[CH:7][C:4]=2[S:5][CH:6]=1.CC1(C)C(C)(C)OB([C:21]2[CH:26]=[CH:25][C:24]([O:27][CH:28]3[CH2:33][CH2:32][O:31][CH2:30][CH2:29]3)=[CH:23][C:22]=2[CH3:34])O1.C([O-])([O-])=O.[Cs+].[Cs+]. (3) Given the product [F:1][C:2]1[CH:3]=[C:4]([S:9]([N:15]([CH3:16])[CH3:14])(=[O:11])=[O:10])[CH:5]=[CH:6][C:7]=1[F:8], predict the reactants needed to synthesize it. The reactants are: [F:1][C:2]1[CH:3]=[C:4]([S:9](Cl)(=[O:11])=[O:10])[CH:5]=[CH:6][C:7]=1[F:8].Cl.[CH3:14][NH:15][CH3:16].C(N(CC)CC)C.O. (4) Given the product [CH3:22][C:20]1[CH:19]=[C:18]([NH:23][C:24]2[CH:29]=[C:28]([C:30]([F:33])([F:31])[F:32])[CH:27]=[CH:26][N:25]=2)[N:17]=[C:16]([C:13]2[S:12][C:11]([C:9]([CH:34]3[CH2:38][CH2:37][NH:36][CH2:35]3)([OH:8])[CH3:10])=[N:15][CH:14]=2)[CH:21]=1, predict the reactants needed to synthesize it. The reactants are: FC(F)(F)C(O)=O.[OH:8][C:9]([CH:34]1[CH2:38][CH2:37][N:36](C(OC(C)(C)C)=O)[CH2:35]1)([C:11]1[S:12][C:13]([C:16]2[CH:21]=[C:20]([CH3:22])[CH:19]=[C:18]([NH:23][C:24]3[CH:29]=[C:28]([C:30]([F:33])([F:32])[F:31])[CH:27]=[CH:26][N:25]=3)[N:17]=2)=[CH:14][N:15]=1)[CH3:10]. (5) Given the product [CH3:20][O:19][C:17](=[O:18])[CH2:16][N:9]1[C:8]2[CH:7]=[CH:6][CH:5]=[C:4]([CH2:1][CH:2]=[CH2:3])[C:13]=2[O:12][CH2:11][C:10]1=[O:14], predict the reactants needed to synthesize it. The reactants are: [CH2:1]([C:4]1[C:13]2[O:12][CH2:11][C:10](=[O:14])[NH:9][C:8]=2[CH:7]=[CH:6][CH:5]=1)[CH:2]=[CH2:3].Br[CH2:16][C:17]([O:19][CH3:20])=[O:18].[H-].[Na+]. (6) Given the product [Cl:1][C:2]1[CH:16]=[CH:15][C:5]([CH2:6][O:7][C:8]2[CH:13]=[CH:12][N:11]([C:18]3[N:19]=[CH:20][C:21]4[N:22]([C:24]([CH3:30])=[C:25]([CH:27]5[CH2:29][CH2:28]5)[N:26]=4)[CH:23]=3)[C:10](=[O:14])[CH:9]=2)=[CH:4][CH:3]=1, predict the reactants needed to synthesize it. The reactants are: [Cl:1][C:2]1[CH:16]=[CH:15][C:5]([CH2:6][O:7][C:8]2[CH:13]=[CH:12][NH:11][C:10](=[O:14])[CH:9]=2)=[CH:4][CH:3]=1.Br[C:18]1[N:19]=[CH:20][C:21]2[N:22]([C:24]([CH3:30])=[C:25]([CH:27]3[CH2:29][CH2:28]3)[N:26]=2)[CH:23]=1.CNCCNC.C(=O)([O-])[O-].[K+].[K+].N.